Dataset: Peptide-MHC class II binding affinity with 134,281 pairs from IEDB. Task: Regression. Given a peptide amino acid sequence and an MHC pseudo amino acid sequence, predict their binding affinity value. This is MHC class II binding data. (1) The peptide sequence is SVKRSNGSAEVHRGA. The MHC is DRB1_0701 with pseudo-sequence DRB1_0701. The binding affinity (normalized) is 0.0653. (2) The peptide sequence is SGLFQFIFFLLLAGR. The MHC is DRB1_1302 with pseudo-sequence DRB1_1302. The binding affinity (normalized) is 0.0245. (3) The peptide sequence is SSCEVALSYYPTPLA. The MHC is HLA-DPA10201-DPB10101 with pseudo-sequence HLA-DPA10201-DPB10101. The binding affinity (normalized) is 0.410. (4) The peptide sequence is MGEAVQNTVEDLKLN. The MHC is DRB4_0101 with pseudo-sequence DRB4_0103. The binding affinity (normalized) is 0.254. (5) The peptide sequence is SEAQKAAKPAAAATA. The MHC is HLA-DQA10501-DQB10201 with pseudo-sequence HLA-DQA10501-DQB10201. The binding affinity (normalized) is 0.0150. (6) The peptide sequence is GKEFIRCLALPFRGY. The MHC is HLA-DQA10501-DQB10302 with pseudo-sequence HLA-DQA10501-DQB10302. The binding affinity (normalized) is 0.453. (7) The peptide sequence is GGVFHTMWHVTRGAF. The MHC is DRB3_0202 with pseudo-sequence DRB3_0202. The binding affinity (normalized) is 0.719. (8) The peptide sequence is VLNRKTFEREYPTIK. The MHC is DRB1_0404 with pseudo-sequence DRB1_0404. The binding affinity (normalized) is 0.274.